Dataset: Retrosynthesis with 50K atom-mapped reactions and 10 reaction types from USPTO. Task: Predict the reactants needed to synthesize the given product. (1) The reactants are: O[C@@H](CCl)c1ccc(Cl)nc1. Given the product Clc1ccc([C@@H]2CO2)cn1, predict the reactants needed to synthesize it. (2) Given the product NCCOCCOCC#Cc1cn([C@H]2CC[C@@H](COP(=O)(O)OP(=O)(O)OP(=O)(O)O)O2)c(=O)nc1N, predict the reactants needed to synthesize it. The reactants are: Nc1nc(=O)n([C@H]2CC[C@@H](COP(=O)(O)OP(=O)(O)OP(=O)(O)O)O2)cc1C#CCOCCOCCNC(=O)C(F)(F)F. (3) Given the product FC(F)(F)COc1ccc(Br)c2ccccc12, predict the reactants needed to synthesize it. The reactants are: FC(F)(F)CI.Oc1ccc(Br)c2ccccc12. (4) Given the product CCCN(CC1CCNCC1)C1CCc2ccc([N+](=O)[O-])cc2C1, predict the reactants needed to synthesize it. The reactants are: CCCN(CC1CCN(C(=O)OC(C)(C)C)CC1)C1CCc2ccc([N+](=O)[O-])cc2C1.